Dataset: Reaction yield outcomes from USPTO patents with 853,638 reactions. Task: Predict the reaction yield, written as a fraction of the theoretical maximum amount of product (1.0 means a 100% yield; for example, 0.34 means a 34% yield). (1) The reactants are [NH2:1][C:2]1[S:16][C:5]2[CH2:6][N:7]([C:9]([O:11][C:12]([CH3:15])([CH3:14])[CH3:13])=[O:10])[CH2:8][C:4]=2[C:3]=1[C:17]1[S:18][C:19]2[CH:25]=[CH:24][CH:23]=[CH:22][C:20]=2[N:21]=1.C(N(CC)CC)C.[C:33](OC(=O)C)(=[O:35])[CH3:34]. The catalyst is CN(C)C=O.CN(C1C=CN=CC=1)C.ClCCl. The product is [C:33]([NH:1][C:2]1[S:16][C:5]2[CH2:6][N:7]([C:9]([O:11][C:12]([CH3:14])([CH3:15])[CH3:13])=[O:10])[CH2:8][C:4]=2[C:3]=1[C:17]1[S:18][C:19]2[CH:25]=[CH:24][CH:23]=[CH:22][C:20]=2[N:21]=1)(=[O:35])[CH3:34]. The yield is 0.0500. (2) The reactants are [C:1]([O:5][C:6](=[O:22])[NH:7][CH2:8][CH2:9][C:10]1[C:18]2[C:13](=[CH:14][C:15]([N+:19]([O-])=O)=[CH:16][CH:17]=2)[NH:12][CH:11]=1)([CH3:4])([CH3:3])[CH3:2]. The catalyst is CCO.[Ni]. The product is [C:1]([O:5][C:6](=[O:22])[NH:7][CH2:8][CH2:9][C:10]1[C:18]2[C:13](=[CH:14][C:15]([NH2:19])=[CH:16][CH:17]=2)[NH:12][CH:11]=1)([CH3:4])([CH3:2])[CH3:3]. The yield is 0.670. (3) The reactants are [Br:1][C:2]1[CH:3]=[C:4]([CH:7]=[O:8])[S:5][CH:6]=1.[CH2:9]([OH:11])[CH3:10].[Cl-].[NH4+].C([O-])([O-])O[CH2:16][CH3:17]. No catalyst specified. The product is [Br:1][C:2]1[CH:3]=[C:4]([CH:7]([O:11][CH2:9][CH3:10])[O:8][CH2:16][CH3:17])[S:5][CH:6]=1. The yield is 0.810. (4) The reactants are FC(F)(F)S(O[C:7]1[CH:8]=[CH:9][C:10]2[O:14][C:13]([C:15]3[CH:20]=[CH:19][C:18]([F:21])=[CH:17][CH:16]=3)=[C:12]([C:22](=[O:25])[NH:23][CH3:24])[C:11]=2[CH:26]=1)(=O)=O.B([C:32]1[CH:33]=[CH:34][C:35]([O:41][CH3:42])=[C:36]([CH:40]=1)[C:37]([OH:39])=[O:38])(O)O.C(=O)([O-])[O-].[Cs+].[Cs+].O1CCOCC1. The catalyst is O. The product is [F:21][C:18]1[CH:17]=[CH:16][C:15]([C:13]2[O:14][C:10]3[CH:9]=[CH:8][C:7]([C:32]4[CH:33]=[CH:34][C:35]([O:41][CH3:42])=[C:36]([CH:40]=4)[C:37]([OH:39])=[O:38])=[CH:26][C:11]=3[C:12]=2[C:22](=[O:25])[NH:23][CH3:24])=[CH:20][CH:19]=1. The yield is 1.00. (5) The product is [CH3:21][N:18]1[CH2:19][CH2:20][N:15]([C:13]2[CH:12]=[CH:11][C:3]([C:4]([O:6][C:7]([CH3:10])([CH3:9])[CH3:8])=[O:5])=[C:2]([NH:1][CH:26]3[CH2:27][CH2:28][N:23]([CH3:22])[CH2:24][CH2:25]3)[CH:14]=2)[CH2:16][CH2:17]1. The catalyst is O1CCOCC1. The reactants are [NH2:1][C:2]1[CH:14]=[C:13]([N:15]2[CH2:20][CH2:19][N:18]([CH3:21])[CH2:17][CH2:16]2)[CH:12]=[CH:11][C:3]=1[C:4]([O:6][C:7]([CH3:10])([CH3:9])[CH3:8])=[O:5].[CH3:22][N:23]1[CH2:28][CH2:27][CH2:26][CH2:25][C:24]1=O.FC(F)(F)C(O)=O.C(O[BH-](OC(=O)C)OC(=O)C)(=O)C.[Na+].C([O-])(O)=O.[Na+]. The yield is 0.510. (6) The reactants are [Cl:1][C:2]1[C:10]([N+:11]([O-:13])=[O:12])=[CH:9][CH:8]=[CH:7][C:3]=1[C:4]([O-:6])=[O:5].S(Cl)(Cl)=O.[CH3:18]O. No catalyst specified. The product is [Cl:1][C:2]1[C:10]([N+:11]([O-:13])=[O:12])=[CH:9][CH:8]=[CH:7][C:3]=1[C:4]([O:6][CH3:18])=[O:5]. The yield is 0.980.